This data is from Forward reaction prediction with 1.9M reactions from USPTO patents (1976-2016). The task is: Predict the product of the given reaction. Given the reactants [CH3:1][C:2]1[C:7]([OH:8])=[CH:6][CH:5]=[C:4]([CH3:9])[N:3]=1.C([O-])([O-])=O.[Cs+].[Cs+].[F:16][C:17]1[CH:18]=[C:19]([N+:24]([O-:26])=[O:25])[CH:20]=[CH:21][C:22]=1F, predict the reaction product. The product is: [F:16][C:17]1[CH:18]=[C:19]([N+:24]([O-:26])=[O:25])[CH:20]=[CH:21][C:22]=1[O:8][C:7]1[C:2]([CH3:1])=[N:3][C:4]([CH3:9])=[CH:5][CH:6]=1.